The task is: Predict the product of the given reaction.. This data is from Forward reaction prediction with 1.9M reactions from USPTO patents (1976-2016). (1) Given the reactants C([O:3][CH:4](OCC)[CH2:5][CH2:6][CH2:7][N:8]1[C:12]2[N:13]=[C:14]([C:23]3[CH:24]=[C:25]([OH:29])[CH:26]=[CH:27][CH:28]=3)[N:15]=[C:16]([N:17]3[CH2:22][CH2:21][O:20][CH2:19][CH2:18]3)[C:11]=2[N:10]=[N:9]1)C.Cl, predict the reaction product. The product is: [OH:29][C:25]1[CH:24]=[C:23]([C:14]2[N:15]=[C:16]([N:17]3[CH2:18][CH2:19][O:20][CH2:21][CH2:22]3)[C:11]3[N:10]=[N:9][N:8]([CH2:7][CH2:6][CH2:5][CH:4]=[O:3])[C:12]=3[N:13]=2)[CH:28]=[CH:27][CH:26]=1. (2) Given the reactants Cl[C:2]1[N:7]=[CH:6][N:5]=[C:4]([NH:8][C:9]2[CH:14]=[CH:13][CH:12]=[C:11]([NH2:15])[N:10]=2)[CH:3]=1.[NH2:16][C:17]1[CH:22]=[CH:21][CH:20]=[CH:19][CH:18]=1, predict the reaction product. The product is: [NH2:15][C:11]1[N:10]=[C:9]([NH:8][C:4]2[CH:3]=[C:2]([NH:16][C:17]3[CH:22]=[CH:21][CH:20]=[CH:19][CH:18]=3)[N:7]=[CH:6][N:5]=2)[CH:14]=[CH:13][CH:12]=1. (3) Given the reactants C(=O)([O-])[O-].[Cs+].[Cs+].[CH2:7]([SH:14])[C:8]1[CH:13]=[CH:12][CH:11]=[CH:10][CH:9]=1.F[C:16]1[CH:23]=[CH:22][C:19]([CH:20]=[O:21])=[CH:18][CH:17]=1.Cl, predict the reaction product. The product is: [CH2:7]([S:14][C:16]1[CH:23]=[CH:22][C:19]([CH:20]=[O:21])=[CH:18][CH:17]=1)[C:8]1[CH:13]=[CH:12][CH:11]=[CH:10][CH:9]=1. (4) Given the reactants C[O:2][C:3]([C:5]1[N:6]([CH2:31][CH:32]=O)[CH:7]=[C:8]([C:20](=[O:30])[NH:21][CH2:22][C:23]2[CH:28]=[CH:27][C:26]([F:29])=[CH:25][CH:24]=2)[C:9](=[O:19])[C:10]=1[O:11][CH2:12][C:13]1[CH:18]=[CH:17][CH:16]=[CH:15][CH:14]=1)=O.[NH2:34][C@H:35]([CH3:42])[CH2:36][CH2:37][NH:38][CH:39]([CH3:41])[CH3:40].C(O)(=O)C, predict the reaction product. The product is: [F:29][C:26]1[CH:25]=[CH:24][C:23]([CH2:22][NH:21][C:20]([C:8]2[C:9](=[O:19])[C:10]([O:11][CH2:12][C:13]3[CH:18]=[CH:17][CH:16]=[CH:15][CH:14]=3)=[C:5]3[C:3](=[O:2])[N:34]4[C@H:35]([CH3:42])[CH2:36][CH2:37][N:38]([CH:39]([CH3:41])[CH3:40])[C@H:32]4[CH2:31][N:6]3[CH:7]=2)=[O:30])=[CH:28][CH:27]=1. (5) Given the reactants O=[CH:2][CH2:3][C@H:4]([NH:11]C(=O)OC(C)(C)C)[C:5]1[CH:10]=[CH:9][CH:8]=[CH:7][CH:6]=1.[ClH:19].[NH2:20][C:21]1([C:26]([O:28][CH3:29])=[O:27])[CH2:25][CH2:24][CH2:23][CH2:22]1.CCN(C(C)C)C(C)C.C([O-])(O)=O.[Na+], predict the reaction product. The product is: [ClH:19].[ClH:19].[NH2:11][C@H:4]([C:5]1[CH:6]=[CH:7][CH:8]=[CH:9][CH:10]=1)[CH2:3][CH2:2][NH:20][C:21]1([C:26]([O:28][CH3:29])=[O:27])[CH2:25][CH2:24][CH2:23][CH2:22]1. (6) The product is: [CH2:7]([O:6][C:4]([CH2:3][CH2:1][CH2:2][C:27]1[CH:28]=[C:29]([CH:32]=[CH:33][CH:34]=1)[CH:30]=[O:31])=[O:5])[CH3:8]. Given the reactants [CH:1]([CH2:3][C:4]([O:6][CH2:7][CH3:8])=[O:5])=[CH2:2].B1C2CCCC1CCC2.[O-]P([O-])([O-])=O.[K+].[K+].[K+].Br[C:27]1[CH:28]=[C:29]([CH:32]=[CH:33][CH:34]=1)[CH:30]=[O:31], predict the reaction product. (7) Given the reactants Cl[C:2]1[C:3]([N:11]2[CH2:20][CH2:19][C:14]3([O:18][CH2:17][CH2:16][O:15]3)[CH2:13][CH2:12]2)=[N:4][CH:5]=[C:6]([N+:8]([O-])=O)[CH:7]=1.[CH:21]1(B(O)O)[CH2:23][CH2:22]1.P([O-])([O-])([O-])=O.[K+].[K+].[K+].C1(C)C=CC=CC=1, predict the reaction product. The product is: [CH:21]1([C:2]2[CH:7]=[C:6]([NH2:8])[CH:5]=[N:4][C:3]=2[N:11]2[CH2:20][CH2:19][C:14]3([O:18][CH2:17][CH2:16][O:15]3)[CH2:13][CH2:12]2)[CH2:23][CH2:22]1. (8) Given the reactants [N+:1]([C:4]1[C:5](/[CH:14]=[N:15]/[S:16]([C:18]([CH3:21])([CH3:20])[CH3:19])=[O:17])=[CH:6][CH:7]=[C:8]2[C:13]=1[N:12]=[CH:11][CH:10]=[CH:9]2)([O-:3])=[O:2].[BH4-].[Na+], predict the reaction product. The product is: [N+:1]([C:4]1[C:5]([CH2:14][NH:15][S:16]([C:18]([CH3:21])([CH3:20])[CH3:19])=[O:17])=[CH:6][CH:7]=[C:8]2[C:13]=1[N:12]=[CH:11][CH:10]=[CH:9]2)([O-:3])=[O:2]. (9) The product is: [N:1]12[CH2:9][CH2:8][CH:5]([CH2:6][CH2:7]1)[NH:4][CH2:3][CH2:2]2. Given the reactants [N:1]12[CH2:9][CH2:8][CH:5]([CH2:6][CH2:7]1)[NH:4][C:3](=O)[CH2:2]2.[H-].[H-].[H-].[H-].[Li+].[Al+3].O, predict the reaction product. (10) Given the reactants [CH:1]1([CH2:5][NH2:6])[CH2:4][CH2:3][CH2:2]1.CN(C(ON1N=NC2C=CC=NC1=2)=[N+](C)C)C.F[P-](F)(F)(F)(F)F.CCN(C(C)C)C(C)C.[C:40]([C:44]1[N:48]([CH2:49][CH:50]2[CH2:55][CH2:54][O:53][CH2:52][CH2:51]2)[C:47]2[CH:56]=[CH:57][C:58]([S:60]([N:63]3[CH:67]=[C:66]([C:68](O)=[O:69])[CH:65]=[N:64]3)(=[O:62])=[O:61])=[CH:59][C:46]=2[N:45]=1)([CH3:43])([CH3:42])[CH3:41], predict the reaction product. The product is: [C:40]([C:44]1[N:48]([CH2:49][CH:50]2[CH2:55][CH2:54][O:53][CH2:52][CH2:51]2)[C:47]2[CH:56]=[CH:57][C:58]([S:60]([N:63]3[CH:67]=[C:66]([C:68]([NH:6][CH2:5][CH:1]4[CH2:4][CH2:3][CH2:2]4)=[O:69])[CH:65]=[N:64]3)(=[O:62])=[O:61])=[CH:59][C:46]=2[N:45]=1)([CH3:43])([CH3:41])[CH3:42].